From a dataset of Full USPTO retrosynthesis dataset with 1.9M reactions from patents (1976-2016). Predict the reactants needed to synthesize the given product. (1) Given the product [N:1]([C:2]1[CH:3]=[CH:4][C:5]([N:8]2[CH:13]=[CH:12][CH:11]=[N:10][C:9]2=[O:14])=[CH:6][CH:7]=1)=[N+:19]=[N-:20], predict the reactants needed to synthesize it. The reactants are: [NH2:1][C:2]1[CH:7]=[CH:6][C:5]([N:8]2[CH:13]=[CH:12][CH:11]=[N:10][C:9]2=[O:14])=[CH:4][CH:3]=1.N([O-])=O.[Na+].[N-:19]=[N+:20]=[N-].[Na+]. (2) Given the product [CH3:6][C:7]1([CH3:17])[C:16]2[C:11](=[CH:12][CH:13]=[C:14]([C:22](=[O:24])[CH3:23])[CH:15]=2)[S:10][CH2:9][CH2:8]1, predict the reactants needed to synthesize it. The reactants are: C(=O)(O)[O-].[Na+].[CH3:6][C:7]1([CH3:17])[C:16]2[C:11](=[CH:12][CH:13]=[CH:14][CH:15]=2)[S:10][CH2:9][CH2:8]1.[Cl-].[Al+3].[Cl-].[Cl-].[C:22](Cl)(=[O:24])[CH3:23].